The task is: Predict the product of the given reaction.. This data is from Forward reaction prediction with 1.9M reactions from USPTO patents (1976-2016). (1) Given the reactants [C:1]([C:3]1[C:7]2[NH:8][C:9](=[O:28])[N:10]([CH:13]3[CH2:18][CH2:17][N:16]([C:19]4[S:20][C:21]([C:24]([O:26]C)=[O:25])=[CH:22][N:23]=4)[CH2:15][CH2:14]3)[C:11](=[O:12])[C:6]=2[NH:5][C:4]=1[CH3:29])#[N:2].CC1NC2C(=O)N(C3CCNCC3)C(=O)NC=2C=1C#N.[OH-].[Na+], predict the reaction product. The product is: [C:1]([C:3]1[C:7]2[NH:8][C:9](=[O:28])[N:10]([CH:13]3[CH2:18][CH2:17][N:16]([C:19]4[S:20][C:21]([C:24]([OH:26])=[O:25])=[CH:22][N:23]=4)[CH2:15][CH2:14]3)[C:11](=[O:12])[C:6]=2[NH:5][C:4]=1[CH3:29])#[N:2]. (2) Given the reactants [F:1][C:2]1[CH:3]=[C:4]([N+:10]([O-])=O)[C:5]([O:8][CH3:9])=[N:6][CH:7]=1, predict the reaction product. The product is: [F:1][C:2]1[CH:3]=[C:4]([NH2:10])[C:5]([O:8][CH3:9])=[N:6][CH:7]=1.